This data is from Reaction yield outcomes from USPTO patents with 853,638 reactions. The task is: Predict the reaction yield, written as a fraction of the theoretical maximum amount of product (1.0 means a 100% yield; for example, 0.34 means a 34% yield). (1) The reactants are [CH3:1][Si:2]([CH3:13])([CH3:12])[CH2:3][CH2:4][O:5][CH2:6][N:7]1[CH:11]=[CH:10][N:9]=[CH:8]1.C([Li])CCC.[I:19]I.S([O-])([O-])=O.[Na+].[Na+]. The catalyst is O1CCCC1.C(OCC)(=O)C.O. The product is [I:19][C:8]1[N:7]([CH2:6][O:5][CH2:4][CH2:3][Si:2]([CH3:13])([CH3:12])[CH3:1])[CH:11]=[CH:10][N:9]=1. The yield is 0.340. (2) The reactants are N#N.[F:3][C:4]([F:10])([F:9])[CH:5](I)[CH2:6][CH3:7].Br[C:12]1[CH:17]=[CH:16][C:15]([C:18]2[CH:23]=[CH:22][C:21]([S:24]([CH3:27])(=[O:26])=[O:25])=[CH:20][CH:19]=2)=[CH:14][CH:13]=1. The catalyst is C1C=CC=CC=1.CN(C=O)C.C(OCC)(=O)C.[Cl-].[NH4+]. The product is [CH3:27][S:24]([C:21]1[CH:22]=[CH:23][C:18]([C:15]2[CH:14]=[CH:13][C:12]([CH2:7][CH2:6][CH2:5][C:4]([F:10])([F:9])[F:3])=[CH:17][CH:16]=2)=[CH:19][CH:20]=1)(=[O:25])=[O:26]. The yield is 0.650. (3) The reactants are Br[CH2:2][C:3]([C:5]1[C:10]([CH3:11])=[CH:9][C:8]([O:12][C:13]2[CH:18]=[CH:17][C:16]([C:19]([F:22])([F:21])[F:20])=[CH:15][CH:14]=2)=[CH:7][C:6]=1[CH3:23])=O.[NH2:24][C:25]([NH2:27])=[S:26]. The catalyst is CCO. The product is [CH3:23][C:6]1[CH:7]=[C:8]([O:12][C:13]2[CH:18]=[CH:17][C:16]([C:19]([F:22])([F:21])[F:20])=[CH:15][CH:14]=2)[CH:9]=[C:10]([CH3:11])[C:5]=1[C:3]1[N:24]=[C:25]([NH2:27])[S:26][CH:2]=1. The yield is 0.630. (4) The reactants are [N+:1]([C:4]1[CH:12]=[CH:11][C:7]2=[N:8][S:9][CH:10]=[C:6]2[CH:5]=1)([O-])=O.Cl. The catalyst is C(O)C.O.[Fe]. The product is [N:8]1[S:9][CH:10]=[C:6]2[CH:5]=[C:4]([NH2:1])[CH:12]=[CH:11][C:7]=12. The yield is 0.740. (5) The reactants are [C:1]([O:4][CH2:5][C:6]1[C:11]([N:12]2[CH2:17][CH2:16][C:15]3[C:18]4[CH2:24][CH2:23][CH2:22][CH2:21][C:19]=4[S:20][C:14]=3[C:13]2=[O:25])=[CH:10][C:9]([F:26])=[CH:8][C:7]=1Br)(=[O:3])[CH3:2].[B:28]1([B:28]2[O:32][C:31]([CH3:34])([CH3:33])[C:30]([CH3:36])([CH3:35])[O:29]2)[O:32][C:31]([CH3:34])([CH3:33])[C:30]([CH3:36])([CH3:35])[O:29]1.CC(O[K])=O. The catalyst is O1CCOCC1.C1C=CC(P(C2C=CC=CC=2)[C-]2C=CC=C2)=CC=1.C1C=CC(P(C2C=CC=CC=2)[C-]2C=CC=C2)=CC=1.Cl[Pd]Cl.[Fe+2]. The product is [C:1]([O:4][CH2:5][C:6]1[C:11]([N:12]2[CH2:17][CH2:16][C:15]3[C:18]4[CH2:24][CH2:23][CH2:22][CH2:21][C:19]=4[S:20][C:14]=3[C:13]2=[O:25])=[CH:10][C:9]([F:26])=[CH:8][C:7]=1[B:28]1[O:32][C:31]([CH3:34])([CH3:33])[C:30]([CH3:36])([CH3:35])[O:29]1)(=[O:3])[CH3:2]. The yield is 0.760. (6) The reactants are [CH3:1][O:2][C:3]1[CH:8]=[CH:7][C:6]([N+:9]([O-:11])=[O:10])=[CH:5][C:4]=1[OH:12].C([O-])([O-])=O.[K+].[K+].[CH2:19](Cl)[C:20]#[CH:21].O. The catalyst is CC(C)=O. The product is [CH3:1][O:2][C:3]1[CH:8]=[CH:7][C:6]([N+:9]([O-:11])=[O:10])=[CH:5][C:4]=1[O:12][CH2:21][C:20]#[CH:19]. The yield is 0.880. (7) The reactants are [Si:1]([O:8][CH2:9][CH2:10][C:11]1([CH2:14]O)[CH2:13][CH2:12]1)([C:4]([CH3:7])([CH3:6])[CH3:5])([CH3:3])[CH3:2].CCN(CC)CC.CS(Cl)(=O)=O.[C:28]1(=[O:38])[NH:32][C:31](=[O:33])[C:30]2=[CH:34][CH:35]=[CH:36][CH:37]=[C:29]12.[K]. The catalyst is C(Cl)Cl.C(OCC)(=O)C.[Cl-].[Na+].O.O. The product is [Si:1]([O:8][CH2:9][CH2:10][C:11]1([CH2:14][N:32]2[C:28](=[O:38])[C:29]3[C:30](=[CH:34][CH:35]=[CH:36][CH:37]=3)[C:31]2=[O:33])[CH2:12][CH2:13]1)([C:4]([CH3:5])([CH3:6])[CH3:7])([CH3:2])[CH3:3]. The yield is 0.380. (8) The product is [CH3:10][CH:11]1[CH2:14][CH2:7][C:6](=[O:9])[NH:13][C:12]1=[O:19]. The reactants are OS(O)(=O)=O.[C:6]([OH:9])(=O)[CH3:7].[CH3:10][CH:11]([CH2:14]CC#N)[C:12]#[N:13].C([O-])([O-])=[O:19].[Na+].[Na+]. The catalyst is O. The yield is 0.670. (9) The reactants are [CH3:1][C:2]1[CH:11]=[CH:10][CH:9]=[C:8]2[C:3]=1[C:4](=[O:40])[N:5]([C:32]1[CH:33]=[C:34]([CH:37]=[CH:38][CH:39]=1)[C:35]#[N:36])[C:6]([CH:12]([NH:14][C:15]1[N:23]=[CH:22][N:21]=[C:20]3[C:16]=1[N:17]=[CH:18][N:19]3[CH2:24][O:25][CH2:26][CH2:27][Si:28]([CH3:31])([CH3:30])[CH3:29])[CH3:13])=[N:7]2.C(N(CC)[OH:44])C. The catalyst is C(Cl)Cl. The product is [CH3:1][C:2]1[CH:11]=[CH:10][CH:9]=[C:8]2[C:3]=1[C:4](=[O:40])[N:5]([C:32]1[CH:33]=[C:34]([CH:37]=[CH:38][CH:39]=1)[C:35]([NH2:36])=[O:44])[C:6]([CH:12]([NH:14][C:15]1[N:23]=[CH:22][N:21]=[C:20]3[C:16]=1[N:17]=[CH:18][N:19]3[CH2:24][O:25][CH2:26][CH2:27][Si:28]([CH3:29])([CH3:30])[CH3:31])[CH3:13])=[N:7]2. The yield is 0.970.